The task is: Predict the reactants needed to synthesize the given product.. This data is from Full USPTO retrosynthesis dataset with 1.9M reactions from patents (1976-2016). Given the product [F:1][C:2]([F:7])([F:6])[C:3]([OH:5])=[O:4].[Cl:8][C:9]1[CH:10]=[CH:11][C:12]([C:13]([N:15]2[CH2:21][C:20]3[CH:22]=[CH:23][CH:24]=[CH:25][C:19]=3[N:18]([CH2:26][C:27]([NH:33][CH2:34][CH2:35][C:36]3[CH:41]=[CH:40][N:39]=[CH:38][CH:37]=3)=[O:29])[C:17](=[O:30])[CH2:16]2)=[O:14])=[CH:31][CH:32]=1, predict the reactants needed to synthesize it. The reactants are: [F:1][C:2]([F:7])([F:6])[C:3]([OH:5])=[O:4].[Cl:8][C:9]1[CH:32]=[CH:31][C:12]([C:13]([N:15]2[CH2:21][C:20]3[CH:22]=[CH:23][CH:24]=[CH:25][C:19]=3[N:18]([CH2:26][C:27]([OH:29])=O)[C:17](=[O:30])[CH2:16]2)=[O:14])=[CH:11][CH:10]=1.[NH2:33][CH2:34][CH2:35][C:36]1[CH:41]=[CH:40][N:39]=[CH:38][CH:37]=1.C(N(CC)CC)C.